From a dataset of Catalyst prediction with 721,799 reactions and 888 catalyst types from USPTO. Predict which catalyst facilitates the given reaction. (1) Reactant: Cl.[NH2:2][C@@H:3]1[CH2:5][C@H:4]1[C:6]1[CH:11]=[CH:10][C:9]([NH:12][C:13](=[O:15])[CH3:14])=[CH:8][CH:7]=1.[CH:16]([CH:18]1[CH2:23][CH2:22][N:21]([C:24]([O:26][C:27]([CH3:30])([CH3:29])[CH3:28])=[O:25])[CH2:20][CH2:19]1)=O.[BH-](OC(C)=O)(OC(C)=O)OC(C)=O.[Na+].C([O-])(O)=O.[Na+]. Product: [C:13]([NH:12][C:9]1[CH:10]=[CH:11][C:6]([C@@H:4]2[CH2:5][C@H:3]2[NH:2][CH2:16][CH:18]2[CH2:23][CH2:22][N:21]([C:24]([O:26][C:27]([CH3:28])([CH3:30])[CH3:29])=[O:25])[CH2:20][CH2:19]2)=[CH:7][CH:8]=1)(=[O:15])[CH3:14]. The catalyst class is: 98. (2) Reactant: [CH2:1]([O:3][C:4]([C:6]1[S:10][C:9]2[CH:11]=[C:12]([CH:15]([C:17]([OH:19])=O)[F:16])[CH:13]=[CH:14][C:8]=2[CH:7]=1)=[O:5])[CH3:2].C(Cl)(=O)C(Cl)=O.[NH4+:26].[OH-]. Product: [CH2:1]([O:3][C:4]([C:6]1[S:10][C:9]2[CH:11]=[C:12]([CH:15]([C:17](=[O:19])[NH2:26])[F:16])[CH:13]=[CH:14][C:8]=2[CH:7]=1)=[O:5])[CH3:2]. The catalyst class is: 59. (3) The catalyst class is: 521. Product: [C:5]([O:21][C:19]([N:45]=[C:44]([NH:46][C:55](=[O:56])[OH:25])[N:41]1[CH2:40][CH2:39][NH:38][CH2:43][CH2:42]1)=[O:22])([CH3:10])([CH3:6])[CH3:4]. Reactant: BrCC1N(CC(C)(C)C)[C:6]2N=C(C#N)N=[CH:10][C:5]=2[CH:4]=1.[C:19](=[O:22])([O-:21])[O-].[K+].[K+].[OH2:25].C(C1N=CC2C=C(C[N:38]3[CH2:43][CH2:42][N:41]([C:44]([NH2:46])=[NH:45])[CH2:40][CH2:39]3)N(CC(C)(C)C)C=2N=1)#N.CN([CH:55]=[O:56])C.